Dataset: Catalyst prediction with 721,799 reactions and 888 catalyst types from USPTO. Task: Predict which catalyst facilitates the given reaction. The catalyst class is: 74. Product: [Br:9][C:10]1[C:16]([N+:1]([O-:4])=[O:2])=[CH:15][C:13]([NH2:14])=[C:12]([O:17][CH3:18])[CH:11]=1. Reactant: [N+:1]([O-:4])(O)=[O:2].NC(N)=N.[Br:9][C:10]1[CH:16]=[CH:15][C:13]([NH2:14])=[C:12]([O:17][CH3:18])[CH:11]=1.S(=O)(=O)(O)O.